Task: Predict the reactants needed to synthesize the given product.. Dataset: Full USPTO retrosynthesis dataset with 1.9M reactions from patents (1976-2016) (1) The reactants are: C(N(CC)CC)C.[C:8]([C:10]1([OH:15])[CH2:14][CH2:13][CH2:12][CH2:11]1)#[CH:9].[CH2:16]([C:18]([C:29]1[CH:34]=[CH:33][C:32](OS(C(F)(F)F)(=O)=O)=[C:31]([CH3:43])[CH:30]=1)([C:21]1[CH:26]=[CH:25][C:24]([OH:27])=[C:23]([CH3:28])[CH:22]=1)[CH2:19][CH3:20])[CH3:17].C(OCC)(=O)C. Given the product [CH2:16]([C:18]([C:21]1[CH:26]=[CH:25][C:24]([OH:27])=[C:23]([CH3:28])[CH:22]=1)([C:29]1[CH:34]=[CH:33][C:32]([C:9]#[C:8][C:10]2([OH:15])[CH2:14][CH2:13][CH2:12][CH2:11]2)=[C:31]([CH3:43])[CH:30]=1)[CH2:19][CH3:20])[CH3:17], predict the reactants needed to synthesize it. (2) Given the product [CH:33]1([NH:36][C:37]2[C:38]3[S:45][CH:44]=[C:43]([C:46]([NH:28][C:22]4[C:23]([CH3:27])=[CH:24][CH:25]=[C:26]5[C:21]=4[CH:20]=[CH:19][N:18]=[C:17]5[NH:16][C:13]4[CH:14]=[CH:15][C:10]([CH2:9][N:6]5[CH2:7][CH2:8][N:3]([CH2:1][CH3:2])[CH2:4][CH2:5]5)=[C:11]([C:29]([F:31])([F:30])[F:32])[CH:12]=4)=[O:47])[C:39]=3[N:40]=[CH:41][N:42]=2)[CH2:35][CH2:34]1, predict the reactants needed to synthesize it. The reactants are: [CH2:1]([N:3]1[CH2:8][CH2:7][N:6]([CH2:9][C:10]2[CH:15]=[CH:14][C:13]([NH:16][C:17]3[C:26]4[CH:25]=[CH:24][C:23]([CH3:27])=[C:22]([NH2:28])[C:21]=4[CH:20]=[CH:19][N:18]=3)=[CH:12][C:11]=2[C:29]([F:32])([F:31])[F:30])[CH2:5][CH2:4]1)[CH3:2].[CH:33]1([NH:36][C:37]2[C:38]3[S:45][CH:44]=[C:43]([C:46](O)=[O:47])[C:39]=3[N:40]=[CH:41][N:42]=2)[CH2:35][CH2:34]1. (3) The reactants are: [CH2:1]([O:3][C:4]([C@@H:6]1[C@@H:8]([C:9](=[O:24])[NH:10][C@@H:11]([CH2:18][C:19]2[N:20]=[CH:21][S:22][CH:23]=2)[C:12](=[O:17])[NH:13][CH2:14][C:15]#[CH:16])[O:7]1)=[O:5])[CH3:2].[N:25]([C:28]1C(F)=CC=[CH:30][C:29]=1F)=[N+:26]=[N-:27].CCCC[Sn](OC(C)=O)(CCCC)CCCC.[CH3:53][C:54](O)([CH3:56])[CH3:55].[CH3:58][CH2:59]O.O. Given the product [CH2:1]([O:3][C:4]([C@@H:6]1[C@@H:8]([C:9](=[O:24])[NH:10][C@@H:11]([CH2:18][C:19]2[N:20]=[CH:21][S:22][CH:23]=2)[C:12]([NH:13][CH2:14][C:15]2[N:27]=[N:26][N:25]([C:28]3[C:29]([CH3:30])=[CH:55][C:54]([CH3:56])=[CH:53][C:59]=3[CH3:58])[CH:16]=2)=[O:17])[O:7]1)=[O:5])[CH3:2], predict the reactants needed to synthesize it. (4) Given the product [C:1]([C:3]1[CH:8]=[CH:7][C:6]([C:9]2[CH:10]=[N:11][N:12]([C:15]3[CH:23]=[CH:22][C:18]([C:19]([NH:30][C@H:27]4[CH2:28][CH2:29][O:25][CH2:26]4)=[O:20])=[CH:17][N:16]=3)[C:13]=2[OH:14])=[C:5]([CH3:24])[CH:4]=1)#[N:2], predict the reactants needed to synthesize it. The reactants are: [C:1]([C:3]1[CH:8]=[CH:7][C:6]([C:9]2[CH:10]=[N:11][N:12]([C:15]3[CH:23]=[CH:22][C:18]([C:19](O)=[O:20])=[CH:17][N:16]=3)[C:13]=2[OH:14])=[C:5]([CH3:24])[CH:4]=1)#[N:2].[O:25]1[CH2:29][CH2:28][C@H:27]([NH2:30])[CH2:26]1. (5) The reactants are: Cl.C(N([CH:7]([C:11]([OH:13])=O)[C:8](O)=O)CC)C.ClCCl.C([N:19]([CH:22]([C:26]([O-:28])=[O:27])[C:23]([O-:25])=[O:24])CC)C.C(Cl)(=O)C=C. Given the product [C:11]([NH2:19])(=[O:13])[CH:7]=[CH2:8].[C:26]([OH:28])(=[O:27])[CH2:22][C:23]([OH:25])=[O:24], predict the reactants needed to synthesize it. (6) Given the product [N:4]1[CH:5]=[CH:6][CH:7]=[CH:8][C:3]=1[CH2:2][NH:1][C:18]([NH2:17])=[S:19], predict the reactants needed to synthesize it. The reactants are: [NH2:1][CH2:2][C:3]1[CH:8]=[CH:7][CH:6]=[CH:5][N:4]=1.C([N:17]=[C:18]=[S:19])(=O)C1C=CC=CC=1. (7) Given the product [NH2:41][C:37]1[C:38]2[C:33](=[CH:32][C:31]([CH2:30][NH:29][C:13]([C@@H:9]3[CH2:10][CH2:11][CH2:12][N:8]3[C:6](=[O:7])[C@H:5]([NH:4][C:1](=[O:3])[CH3:2])[CH2:16][C:17]3[CH:18]=[CH:19][C:20]([C:23]4[CH:24]=[CH:25][CH:26]=[CH:27][CH:28]=4)=[CH:21][CH:22]=3)=[O:15])=[CH:40][CH:39]=2)[CH:34]=[CH:35][N:36]=1, predict the reactants needed to synthesize it. The reactants are: [C:1]([NH:4][C@H:5]([CH2:16][C:17]1[CH:22]=[CH:21][C:20]([C:23]2[CH:28]=[CH:27][CH:26]=[CH:25][CH:24]=2)=[CH:19][CH:18]=1)[C:6]([N:8]1[CH2:12][CH2:11][CH2:10][C@H:9]1[C:13]([OH:15])=O)=[O:7])(=[O:3])[CH3:2].[NH2:29][CH2:30][C:31]1[CH:32]=[C:33]2[C:38](=[CH:39][CH:40]=1)[C:37]([NH2:41])=[N:36][CH:35]=[CH:34]2.CN1CCOCC1.F[B-](F)(F)F.N1(OC(N(C)C)=[N+](C)C)C2C=CC=CC=2N=N1.